Task: Predict the reaction yield, written as a fraction of the theoretical maximum amount of product (1.0 means a 100% yield; for example, 0.34 means a 34% yield).. Dataset: Reaction yield outcomes from USPTO patents with 853,638 reactions (1) The reactants are [C:1]([N:8]1[CH:12]=[CH:11][N:10]=[CH:9]1)([N:3]1[CH:7]=[CH:6]N=[CH:4]1)=[O:2].N[C:14]1[CH:19]=CC=CN=1.CCN(C(C)C)C(C)C.[CH3:29][C:30]1[C:31]([CH2:36][N:37]([CH2:44][C:45]2[C:50]([CH3:51])=[CH:49][CH:48]=[CH:47][N:46]=2)[CH:38]2CCNC[CH2:39]2)=[N:32][CH:33]=[CH:34][CH:35]=1. The catalyst is C(Cl)Cl. The product is [N:10]1[CH:11]=[CH:12][CH:19]=[CH:14][C:9]=1[NH:8][C:1]([N:3]1[CH2:4][CH2:39][CH:38]([N:37]([CH2:36][C:31]2[C:30]([CH3:29])=[CH:35][CH:34]=[CH:33][N:32]=2)[CH2:44][C:45]2[C:50]([CH3:51])=[CH:49][CH:48]=[CH:47][N:46]=2)[CH2:6][CH2:7]1)=[O:2]. The yield is 0.460. (2) The reactants are [CH:1]1(/[CH:6]=[CH:7]/[CH:8]=[O:9])[CH2:5][CH2:4][CH2:3][CH2:2]1.C(Cl)(Cl)Cl.[C:14]([O:20][CH2:21][N:22]1[C:26]2[N:27]=[CH:28][N:29]=[C:30]([C:31]3[CH:32]=[N:33][NH:34][CH:35]=3)[C:25]=2[CH:24]=[CH:23]1)(=[O:19])[C:15]([CH3:18])([CH3:17])[CH3:16]. The catalyst is [N+](C1C=CC(C(O)=O)=CC=1)([O-])=O. The product is [C:14]([O:20][CH2:21][N:22]1[C:26]2[N:27]=[CH:28][N:29]=[C:30]([C:31]3[CH:32]=[N:33][N:34]([C@@H:6]([CH:1]4[CH2:5][CH2:4][CH2:3][CH2:2]4)[CH2:7][CH:8]=[O:9])[CH:35]=3)[C:25]=2[CH:24]=[CH:23]1)(=[O:19])[C:15]([CH3:18])([CH3:17])[CH3:16]. The yield is 0.800. (3) The reactants are [NH2:1][C@H:2]([C:10]([OH:12])=[O:11])[CH2:3][CH2:4][CH2:5][NH:6][C:7](=[NH:9])[NH2:8].[OH2:13]. No catalyst specified. The product is [C:10](=[O:11])([OH:13])[OH:12].[NH2:1][C@H:2]([C:10]([OH:12])=[O:11])[CH2:3][CH2:4][CH2:5][NH:6][C:7](=[NH:8])[NH2:9]. The yield is 0.600. (4) The reactants are [Br:1][C:2]1[CH:3]=[N:4][N:5]([CH3:25])[C:6]=1[C:7]1[CH:12]=[C:11]([N+:13]([O-])=O)[CH:10]=[CH:9][C:8]=1[O:16][CH2:17][C:18]1[CH:23]=[CH:22][C:21]([Cl:24])=[CH:20][CH:19]=1.O.O.Cl[Sn]Cl. The catalyst is CCO. The product is [Br:1][C:2]1[CH:3]=[N:4][N:5]([CH3:25])[C:6]=1[C:7]1[CH:12]=[C:11]([NH2:13])[CH:10]=[CH:9][C:8]=1[O:16][CH2:17][C:18]1[CH:23]=[CH:22][C:21]([Cl:24])=[CH:20][CH:19]=1.[NH2:13][C:11]1[CH:12]=[CH:7][CH:8]=[CH:9][CH:10]=1. The yield is 0.710. (5) The reactants are [CH2:1]([O:8][C:9]1[CH:24]=[C:23]([N:25]([CH2:31][C:32]2[CH:37]=[CH:36][C:35]([CH:38]3[CH2:43][CH2:42][CH2:41][CH2:40][CH2:39]3)=[CH:34][CH:33]=2)[C:26](=[O:30])[CH2:27][NH:28][CH3:29])[CH:22]=[CH:21][C:10]=1[C:11]([O:13][CH2:14][C:15]1[CH:20]=[CH:19][CH:18]=[CH:17][CH:16]=1)=[O:12])[C:2]1[CH:7]=[CH:6][CH:5]=[CH:4][CH:3]=1.[F:44][C:45]1[C:50]([S:51](Cl)(=[O:53])=[O:52])=[C:49]([F:55])[C:48]([F:56])=[C:47]([F:57])[C:46]=1[F:58]. No catalyst specified. The product is [CH2:1]([O:8][C:9]1[CH:24]=[C:23]([N:25]([CH2:31][C:32]2[CH:33]=[CH:34][C:35]([CH:38]3[CH2:43][CH2:42][CH2:41][CH2:40][CH2:39]3)=[CH:36][CH:37]=2)[C:26](=[O:30])[CH2:27][N:28]([CH3:29])[S:51]([C:50]2[C:45]([F:44])=[C:46]([F:58])[C:47]([F:57])=[C:48]([F:56])[C:49]=2[F:55])(=[O:53])=[O:52])[CH:22]=[CH:21][C:10]=1[C:11]([O:13][CH2:14][C:15]1[CH:20]=[CH:19][CH:18]=[CH:17][CH:16]=1)=[O:12])[C:2]1[CH:3]=[CH:4][CH:5]=[CH:6][CH:7]=1. The yield is 0.630. (6) The reactants are [CH3:1][O:2][C:3]([C:5]1[C:6]2[CH:7]=[CH:8][N:9]([CH:16]([CH3:18])[CH3:17])[C:10]=2[CH:11]=[C:12]([O:14]C)[CH:13]=1)=[O:4].[Cl-].[Al+3].[Cl-].[Cl-]. The catalyst is C1(C)C=CC=CC=1.O. The product is [CH3:1][O:2][C:3]([C:5]1[C:6]2[CH:7]=[CH:8][N:9]([CH:16]([CH3:18])[CH3:17])[C:10]=2[CH:11]=[C:12]([OH:14])[CH:13]=1)=[O:4]. The yield is 0.830. (7) The reactants are [F:1][C:2]1[C:10](C)=[CH:9][C:8]([C:12]2[CH:17]=[CH:16][CH:15]=[C:14]([F:18])[CH:13]=2)=[CH:7][C:3]=1[C:4]([OH:6])=O.C(Cl)(C(Cl)=O)=O.[NH2:25][C:26]1[C:27]([F:34])=[C:28]([OH:33])[CH:29]=[CH:30][C:31]=1[CH3:32].C([O-])(O)=O.[Na+]. The catalyst is C(Cl)Cl.CN(C=O)C.C1COCC1.O. The product is [F:1][C:2]1[CH:10]=[CH:9][C:8]([C:12]2[CH:17]=[CH:16][CH:15]=[C:14]([F:18])[CH:13]=2)=[CH:7][C:3]=1[C:4]([NH:25][C:26]1[C:31]([CH3:32])=[CH:30][CH:29]=[C:28]([OH:33])[C:27]=1[F:34])=[O:6]. The yield is 0.600. (8) The product is [CH3:1][N:2]([C:20]1[CH:21]=[CH:22][CH:23]=[CH:24][N:25]=1)[CH2:3][CH2:4][O:5][C:6]1[CH:11]=[CH:10][C:9]([CH2:12][CH:13]2[S:19][C:17](=[O:18])[NH:16][C:14]2=[O:15])=[CH:8][CH:7]=1.[BrH:26]. The reactants are [CH3:1][N:2]([C:20]1[CH:21]=[CH:22][CH:23]=[CH:24][N:25]=1)[CH2:3][CH2:4][O:5][C:6]1[CH:7]=[CH:8][C:9]([CH2:12][CH:13]2[S:19][C:17](=[O:18])[NH:16][C:14]2=[O:15])=[CH:10][CH:11]=1.[BrH:26]. The catalyst is O. The yield is 0.850. (9) The reactants are [O:1]1[C:5]2[CH:6]=[CH:7][C:8]([C:10]3([C:13]([NH:15][C:16]4[CH:17]=[C:18]([C:23]5[CH:28]=[CH:27][C:26]([CH2:29][NH:30][CH3:31])=[CH:25][CH:24]=5)[C:19]([CH3:22])=[CH:20][CH:21]=4)=[O:14])[CH2:12][CH2:11]3)=[CH:9][C:4]=2[O:3][CH2:2]1.[CH3:32][S:33](Cl)(=[O:35])=[O:34].CCN(CC)CC. The catalyst is CN(C)C=O. The product is [O:1]1[C:5]2[CH:6]=[CH:7][C:8]([C:10]3([C:13]([NH:15][C:16]4[CH:17]=[C:18]([C:23]5[CH:24]=[CH:25][C:26]([CH2:29][N:30]([CH3:31])[S:33]([CH3:32])(=[O:35])=[O:34])=[CH:27][CH:28]=5)[C:19]([CH3:22])=[CH:20][CH:21]=4)=[O:14])[CH2:11][CH2:12]3)=[CH:9][C:4]=2[O:3][CH2:2]1. The yield is 0.640. (10) The reactants are [CH3:1][O:2][C:3](=[O:13])[CH2:4][C:5]1[CH:10]=[CH:9][C:8]([S:11][CH3:12])=[CH:7][CH:6]=1.[Br:14]Br. The catalyst is C(Cl)(Cl)(Cl)Cl. The product is [CH3:1][O:2][C:3](=[O:13])[CH2:4][C:5]1[CH:10]=[CH:9][C:8]([S:11][CH3:12])=[C:7]([Br:14])[CH:6]=1. The yield is 0.850.